From a dataset of Catalyst prediction with 721,799 reactions and 888 catalyst types from USPTO. Predict which catalyst facilitates the given reaction. Reactant: [F:1][C:2]1[CH:10]=[C:9]([C:11]([F:14])([F:13])[F:12])[CH:8]=[CH:7][C:3]=1[C:4]([OH:6])=O.N1([C:20]([N:22]2C=C[N:24]=[CH:23]2)=[O:21])C=CN=C1.[NH:27]1[CH2:32][CH:31]=[C:30]([C:33]2[C:54]([C:55]([F:58])([F:57])[F:56])=[CH:53][CH:52]=[CH:51][C:34]=2C(NC(NC(OCC2C=CC=CC=2)=O)=N)=O)[CH2:29][CH2:28]1.C([N:62](CC)C(C)C)(C)C. Product: [F:1][C:2]1[CH:10]=[C:9]([C:11]([F:14])([F:13])[F:12])[CH:8]=[CH:7][C:3]=1[C:4]([N:27]1[CH2:28][CH2:29][CH:30]([C:33]2[CH:34]=[CH:51][C:52]([C:20]([NH:22][C:23]([NH2:24])=[NH:62])=[O:21])=[CH:53][C:54]=2[C:55]([F:56])([F:57])[F:58])[CH2:31][CH2:32]1)=[O:6]. The catalyst class is: 42.